Dataset: Full USPTO retrosynthesis dataset with 1.9M reactions from patents (1976-2016). Task: Predict the reactants needed to synthesize the given product. Given the product [Br:2][C:3]1[CH:8]=[CH:7][C:6]2[C:22]3[CH2:21][CH2:20][N:19]([C:23]([O:25][C:26]([CH3:29])([CH3:28])[CH3:27])=[O:24])[CH2:18][C:17]=3[O:9][C:5]=2[CH:4]=1, predict the reactants needed to synthesize it. The reactants are: Cl.[Br:2][C:3]1[CH:4]=[C:5]([O:9]N)[CH:6]=[CH:7][CH:8]=1.S(=O)(=O)(O)O.O=[C:17]1[CH2:22][CH2:21][CH2:20][N:19]([C:23]([O:25][C:26]([CH3:29])([CH3:28])[CH3:27])=[O:24])[CH2:18]1.[OH-].[Na+].C([O-])([O-])=O.[K+].[K+].CC(OC(OC(OC(C)(C)C)=O)=O)(C)C.